This data is from Forward reaction prediction with 1.9M reactions from USPTO patents (1976-2016). The task is: Predict the product of the given reaction. Given the reactants [CH:1]1([CH2:7][CH:8]([OH:13])[CH2:9][CH2:10][CH:11]=[CH2:12])[CH2:6][CH2:5][CH2:4][CH2:3][CH2:2]1.C1C=C[NH+]=CC=1.[O-][Cr](Cl)(=O)=O.CCOCC, predict the reaction product. The product is: [CH:1]1([CH2:7][C:8](=[O:13])[CH2:9][CH2:10][CH:11]=[CH2:12])[CH2:6][CH2:5][CH2:4][CH2:3][CH2:2]1.